Dataset: Reaction yield outcomes from USPTO patents with 853,638 reactions. Task: Predict the reaction yield, written as a fraction of the theoretical maximum amount of product (1.0 means a 100% yield; for example, 0.34 means a 34% yield). (1) The reactants are [CH3:1][O:2][C:3](=[O:21])[C:4]1[CH:9]=[C:8]([C:10](=[O:12])[CH3:11])[C:7]([C:13]([F:16])([F:15])[F:14])=[CH:6][C:5]=1[NH:17][C:18](=[O:20])[CH3:19]. The catalyst is C1COCC1.[Pd]. The product is [CH3:1][O:2][C:3](=[O:21])[C:4]1[CH:9]=[C:8]([CH:10]([OH:12])[CH3:11])[C:7]([C:13]([F:16])([F:15])[F:14])=[CH:6][C:5]=1[NH:17][C:18](=[O:20])[CH3:19]. The yield is 0.910. (2) The reactants are [Br:1][C:2]1[CH:7]=[CH:6][C:5]([NH:8][CH2:9][C:10]([O:12][CH3:13])=[O:11])=[CH:4][CH:3]=1.[C:14](Cl)(=[O:23])[CH:15]=[CH:16][C:17]1[CH:22]=[CH:21][CH:20]=[CH:19][CH:18]=1. The catalyst is N1C=CC=CC=1.CN(C)C1C=CN=CC=1. The product is [Br:1][C:2]1[CH:3]=[CH:4][C:5]([N:8]([CH2:9][C:10]([O:12][CH3:13])=[O:11])[C:14](=[O:23])/[CH:15]=[CH:16]/[C:17]2[CH:22]=[CH:21][CH:20]=[CH:19][CH:18]=2)=[CH:6][CH:7]=1. The yield is 0.980. (3) The reactants are [NH2:1][C:2]1[CH:3]=[CH:4][C:5]([Cl:8])=[N:6][CH:7]=1.[C:9]([O:13][C:14](O[C:14]([O:13][C:9]([CH3:12])([CH3:11])[CH3:10])=[O:15])=[O:15])([CH3:12])([CH3:11])[CH3:10].CCN(CC)CC. The yield is 0.520. The catalyst is C(Cl)Cl. The product is [C:9]([O:13][C:14]([NH:1][C:2]1[CH:3]=[CH:4][C:5]([Cl:8])=[N:6][CH:7]=1)=[O:15])([CH3:12])([CH3:11])[CH3:10]. (4) The product is [OH:18][C:17]1[C:4]2[N:3]=[C:2]([CH3:1])[N:6]([C:7]([O:9][C:10]([CH3:12])([CH3:13])[CH3:11])=[O:8])[C:5]=2[CH:14]=[C:15]([C:26]([O:28][CH3:29])=[O:27])[CH:16]=1. The catalyst is O1CCCC1.[OH-].[Pd+2].[OH-]. The reactants are [CH3:1][C:2]1[N:6]([C:7]([O:9][C:10]([CH3:13])([CH3:12])[CH3:11])=[O:8])[C:5]2[CH:14]=[C:15]([C:26]([O:28][CH3:29])=[O:27])[CH:16]=[C:17]([O:18]CC3C=CC=CC=3)[C:4]=2[N:3]=1. The yield is 0.280. (5) The reactants are [NH2:1][C:2]1[N:7]([C:8]2[CH:13]=[CH:12][C:11]([I:14])=[CH:10][C:9]=2[F:15])[C:6](=[O:16])[N:5]([CH:17]2[CH2:19][CH2:18]2)[C:4](=[O:20])[CH:3]=1.[CH3:21][N:22]([CH3:25])[CH:23]=O.COC(OC)N(C)C.C(O)(C)C. The catalyst is O. The product is [CH:17]1([N:5]2[C:4](=[O:20])[CH:3]=[C:2]([N:1]=[CH:21][N:22]([CH3:25])[CH3:23])[N:7]([C:8]3[CH:13]=[CH:12][C:11]([I:14])=[CH:10][C:9]=3[F:15])[C:6]2=[O:16])[CH2:18][CH2:19]1. The yield is 0.920. (6) The reactants are [Br:1][C:2]1[C:3]([CH2:22][C:23]([OH:25])=O)=[CH:4][C:5]([NH:8][C:9]2[S:10][CH:11]=[C:12]([CH2:14][CH2:15][C:16]3[CH:21]=[CH:20][CH:19]=[CH:18][CH:17]=3)[N:13]=2)=[N:6][CH:7]=1.CCN(C(C)C)C(C)C.F[P-](F)(F)(F)(F)F.CN(C)C(F)=[N+](C)C.O[NH:51][C:52](=[NH:54])[CH3:53]. The catalyst is CN(C=O)C.ClCCl. The product is [Br:1][C:2]1[C:3]([CH2:22][C:23]2[O:25][N:54]=[C:52]([CH3:53])[N:51]=2)=[CH:4][C:5]([NH:8][C:9]2[S:10][CH:11]=[C:12]([CH2:14][CH2:15][C:16]3[CH:17]=[CH:18][CH:19]=[CH:20][CH:21]=3)[N:13]=2)=[N:6][CH:7]=1. The yield is 0.116.